Dataset: NCI-60 drug combinations with 297,098 pairs across 59 cell lines. Task: Regression. Given two drug SMILES strings and cell line genomic features, predict the synergy score measuring deviation from expected non-interaction effect. (1) Drug 1: C1=NC2=C(N=C(N=C2N1C3C(C(C(O3)CO)O)O)F)N. Drug 2: CC1C(C(CC(O1)OC2CC(OC(C2O)C)OC3=CC4=CC5=C(C(=O)C(C(C5)C(C(=O)C(C(C)O)O)OC)OC6CC(C(C(O6)C)O)OC7CC(C(C(O7)C)O)OC8CC(C(C(O8)C)O)(C)O)C(=C4C(=C3C)O)O)O)O. Cell line: NCI-H322M. Synergy scores: CSS=52.9, Synergy_ZIP=-0.457, Synergy_Bliss=-2.45, Synergy_Loewe=-32.2, Synergy_HSA=-2.48. (2) Drug 1: COC1=C(C=C2C(=C1)N=CN=C2NC3=CC(=C(C=C3)F)Cl)OCCCN4CCOCC4. Drug 2: CC1=CC=C(C=C1)C2=CC(=NN2C3=CC=C(C=C3)S(=O)(=O)N)C(F)(F)F. Cell line: MDA-MB-435. Synergy scores: CSS=11.6, Synergy_ZIP=-2.71, Synergy_Bliss=0.177, Synergy_Loewe=-5.62, Synergy_HSA=-1.83. (3) Drug 1: CN(CCCl)CCCl.Cl. Drug 2: CCN(CC)CCCC(C)NC1=C2C=C(C=CC2=NC3=C1C=CC(=C3)Cl)OC. Cell line: NCI-H322M. Synergy scores: CSS=7.72, Synergy_ZIP=-0.873, Synergy_Bliss=3.97, Synergy_Loewe=-6.34, Synergy_HSA=0.398.